From a dataset of Full USPTO retrosynthesis dataset with 1.9M reactions from patents (1976-2016). Predict the reactants needed to synthesize the given product. Given the product [Cl:4][C:5]1[CH:6]=[CH:7][C:8]([C@@H:9]2[CH2:1][C@H:10]2[C:11]([OH:13])=[O:12])=[CH:14][CH:15]=1, predict the reactants needed to synthesize it. The reactants are: [CH2:1](I)I.[Cl:4][C:5]1[CH:15]=[CH:14][C:8](/[CH:9]=[CH:10]/[C:11]([OH:13])=[O:12])=[CH:7][CH:6]=1.